Dataset: Catalyst prediction with 721,799 reactions and 888 catalyst types from USPTO. Task: Predict which catalyst facilitates the given reaction. (1) Reactant: [NH:1]1[C:5]2[CH:6]=[CH:7][CH:8]=[CH:9][C:4]=2[NH:3][C:2]1=[C:10]([C:21]([C:23]1[CH:28]=[CH:27][CH:26]=[C:25]([C@@H:29]2[CH2:33][O:32]C(C)(C)[O:30]2)[C:24]=1[F:36])=[O:22])[C:11]([C:13]1[CH:14]=[C:15]([CH:18]=[CH:19][CH:20]=1)[C:16]#[N:17])=[O:12]. Product: [NH:1]1[C:5]2[CH:6]=[CH:7][CH:8]=[CH:9][C:4]=2[NH:3][C:2]1=[C:10]([C:21]([C:23]1[CH:28]=[CH:27][CH:26]=[C:25]([C@@H:29]([OH:30])[CH2:33][OH:32])[C:24]=1[F:36])=[O:22])[C:11]([C:13]1[CH:14]=[C:15]([CH:18]=[CH:19][CH:20]=1)[C:16]#[N:17])=[O:12]. The catalyst class is: 86. (2) Reactant: Br[C:2]1[CH:7]=[C:6]([C:8]([CH3:11])([CH3:10])[CH3:9])[CH:5]=[C:4]([C:12]([CH3:15])([CH3:14])[CH3:13])[CH:3]=1.[B:16]1([B:16]2[O:20][C:19]([CH3:22])([CH3:21])[C:18]([CH3:24])([CH3:23])[O:17]2)[O:20][C:19]([CH3:22])([CH3:21])[C:18]([CH3:24])([CH3:23])[O:17]1.C([O-])(=O)C.[K+].O. Product: [C:12]([C:4]1[CH:3]=[C:2]([B:16]2[O:20][C:19]([CH3:22])([CH3:21])[C:18]([CH3:24])([CH3:23])[O:17]2)[CH:7]=[C:6]([C:8]([CH3:11])([CH3:10])[CH3:9])[CH:5]=1)([CH3:15])([CH3:14])[CH3:13]. The catalyst class is: 3. (3) Reactant: [N:1]1[C:8](Cl)=[N:7][C:5]([Cl:6])=[N:4][C:2]=1[Cl:3].[C:10]1([CH3:17])[CH:15]=[CH:14][CH:13]=[C:12]([CH3:16])[CH:11]=1.[Al+3].[Cl-].[Cl-].[Cl-]. Product: [Cl:3][C:2]1[N:4]=[C:5]([Cl:6])[N:7]=[C:8]([C:15]2[CH:14]=[CH:13][C:12]([CH3:16])=[CH:11][C:10]=2[CH3:17])[N:1]=1. The catalyst class is: 159. (4) Reactant: [C:1]([O:5][C:6]([NH:8][C@:9]([CH3:19])([CH2:12][C:13]1[CH:18]=[CH:17][CH:16]=[CH:15][CH:14]=1)[CH:10]=O)=[O:7])([CH3:4])([CH3:3])[CH3:2].Cl.[NH2:21][OH:22].C(N(CC)CC)C. Product: [C:1]([O:5][C:6]([NH:8][C@:9]([CH3:19])([CH2:12][C:13]1[CH:18]=[CH:17][CH:16]=[CH:15][CH:14]=1)[CH:10]=[N:21][OH:22])=[O:7])([CH3:4])([CH3:3])[CH3:2]. The catalyst class is: 8.